This data is from Forward reaction prediction with 1.9M reactions from USPTO patents (1976-2016). The task is: Predict the product of the given reaction. (1) The product is: [C:53]([O:52][C:48]([NH:49][NH:50][C:26](=[O:27])[CH2:25][CH2:24][O:23][C:22]1[CH:29]=[CH:30][CH:31]=[CH:32][C:21]=1[N:20]([C:18](=[O:19])[C:17]1[CH:34]=[CH:35][C:14]([Cl:13])=[C:15]([C:36]2[CH:37]=[N:38][C:39]([C:44]([F:45])([F:47])[F:46])=[CH:40][C:41]=2[C:42]#[N:43])[CH:16]=1)[CH3:33])=[O:51])([CH3:56])([CH3:55])[CH3:54]. Given the reactants CCN=C=NCCCN(C)C.Cl.[Cl:13][C:14]1[CH:35]=[CH:34][C:17]([C:18]([N:20]([CH3:33])[C:21]2[CH:32]=[CH:31][CH:30]=[CH:29][C:22]=2[O:23][CH2:24][CH2:25][C:26](O)=[O:27])=[O:19])=[CH:16][C:15]=1[C:36]1[CH:37]=[N:38][C:39]([C:44]([F:47])([F:46])[F:45])=[CH:40][C:41]=1[C:42]#[N:43].[C:48]([O:52][C:53]([CH3:56])([CH3:55])[CH3:54])(=[O:51])[NH:49][NH2:50].C1C=CC2N(O)N=NC=2C=1.C([O-])([O-])=O.[Na+].[Na+], predict the reaction product. (2) Given the reactants [CH:1]12[NH:8][CH:5]([CH2:6][CH2:7]1)[CH2:4][N:3]([C:9]([C:11]1[CH:12]=[CH:13][C:14]([NH:17][C:18]3[N:19]=[CH:20][C:21]4[CH:26]=[C:25]([C:27]([N:29]([CH3:31])[CH3:30])=[O:28])[N:24]([CH:32]5[CH2:36][CH2:35][CH2:34][CH2:33]5)[C:22]=4[N:23]=3)=[N:15][CH:16]=1)=[O:10])[CH2:2]2.C(O[BH-]([O:46][C:47](=O)[CH3:48])OC(=O)C)(=O)C.[Na+].Cl[CH2:52]Cl, predict the reaction product. The product is: [CH:32]1([N:24]2[C:22]3[N:23]=[C:18]([NH:17][C:14]4[CH:13]=[CH:12][C:11]([C:9]([N:3]5[CH2:4][CH:5]6[N:8]([CH:48]([CH3:52])[CH2:47][OH:46])[CH:1]([CH2:7][CH2:6]6)[CH2:2]5)=[O:10])=[CH:16][N:15]=4)[N:19]=[CH:20][C:21]=3[CH:26]=[C:25]2[C:27]([N:29]([CH3:31])[CH3:30])=[O:28])[CH2:33][CH2:34][CH2:35][CH2:36]1. (3) Given the reactants [OH:1][C:2]1[CH:7]=[CH:6][C:5]([NH:8][CH2:9][C:10]([OH:12])=O)=[CH:4][CH:3]=1.[CH2:13]([N:23]1[CH2:28][CH2:27][NH:26][CH2:25][CH2:24]1)[C:14]1[CH:22]=[CH:21][C:20]2[O:19][CH2:18][O:17][C:16]=2[CH:15]=1.O.ON1C2C=CC=CC=2N=N1.Cl.C(N=C=NCCCN(C)C)C, predict the reaction product. The product is: [OH:1][C:2]1[CH:3]=[CH:4][C:5]([NH:8][CH2:9][C:10]([N:26]2[CH2:27][CH2:28][N:23]([CH2:13][C:14]3[CH:22]=[CH:21][C:20]4[O:19][CH2:18][O:17][C:16]=4[CH:15]=3)[CH2:24][CH2:25]2)=[O:12])=[CH:6][CH:7]=1. (4) Given the reactants [NH2:1][C:2]1[N:7]=[CH:6][C:5](B(O)O)=[CH:4][N:3]=1.Br[C:12]1[CH:17]=[C:16]([CH3:18])[C:15]([OH:19])=[C:14]([CH3:20])[CH:13]=1.C(=O)([O-])[O-].[Na+].[Na+].O, predict the reaction product. The product is: [NH2:1][C:2]1[N:7]=[CH:6][C:5]([C:12]2[CH:17]=[C:16]([CH3:18])[C:15]([OH:19])=[C:14]([CH3:20])[CH:13]=2)=[CH:4][N:3]=1.